From a dataset of Peptide-MHC class II binding affinity with 134,281 pairs from IEDB. Regression. Given a peptide amino acid sequence and an MHC pseudo amino acid sequence, predict their binding affinity value. This is MHC class II binding data. (1) The peptide sequence is AFILDGDNLNPKV. The MHC is DRB3_0101 with pseudo-sequence DRB3_0101. The binding affinity (normalized) is 0.617. (2) The peptide sequence is ISKISGEWYSIFLASD. The MHC is DRB5_0101 with pseudo-sequence DRB5_0101. The binding affinity (normalized) is 0.567. (3) The peptide sequence is IFDSRGNPTVEVDLF. The MHC is DRB1_0401 with pseudo-sequence DRB1_0401. The binding affinity (normalized) is 0.144. (4) The peptide sequence is RQGIFQTVGSGLDHI. The MHC is DRB1_0901 with pseudo-sequence DRB1_0901. The binding affinity (normalized) is 0.505. (5) The peptide sequence is PRRWLRFCNPELSEI. The MHC is HLA-DQA10102-DQB10502 with pseudo-sequence HLA-DQA10102-DQB10502. The binding affinity (normalized) is 0.503.